From a dataset of Full USPTO retrosynthesis dataset with 1.9M reactions from patents (1976-2016). Predict the reactants needed to synthesize the given product. (1) The reactants are: [O:1]([C:8]1[CH:9]=[C:10]([CH:19]=[CH:20][CH:21]=1)[CH2:11][N:12]1[CH2:17][CH2:16][CH2:15][CH2:14][C:13]1=[O:18])[C:2]1[CH:7]=[CH:6][CH:5]=[CH:4][CH:3]=1.C[Si]([N-][Si](C)(C)C)(C)C.[Li+].[CH2:32]([O:34][C:35](Cl)=[O:36])[CH3:33].C(OCC)(=O)C. Given the product [CH2:32]([O:34][C:35]([CH:14]1[CH2:15][CH2:16][CH2:17][N:12]([CH2:11][C:10]2[CH:19]=[CH:20][CH:21]=[C:8]([O:1][C:2]3[CH:3]=[CH:4][CH:5]=[CH:6][CH:7]=3)[CH:9]=2)[C:13]1=[O:18])=[O:36])[CH3:33], predict the reactants needed to synthesize it. (2) Given the product [CH:31]1([CH2:30][O:29][C:22]2[CH:23]=[CH:24][C:25]([O:27][CH3:28])=[CH:26][C:21]=2[C:20]2[C:15]3[NH:14][C:13]([CH3:34])=[C:12]([C:10]([NH:9][C@H:6]4[CH2:7][CH2:8][C@H:3]([NH:2][C:39](=[O:38])[CH2:40][OH:41])[CH2:4][CH2:5]4)=[O:11])[C:16]=3[N:17]=[CH:18][N:19]=2)[CH2:32][CH2:33]1, predict the reactants needed to synthesize it. The reactants are: Cl.[NH2:2][C@H:3]1[CH2:8][CH2:7][C@H:6]([NH:9][C:10]([C:12]2[C:16]3[N:17]=[CH:18][N:19]=[C:20]([C:21]4[CH:26]=[C:25]([O:27][CH3:28])[CH:24]=[CH:23][C:22]=4[O:29][CH2:30][CH:31]4[CH2:33][CH2:32]4)[C:15]=3[NH:14][C:13]=2[CH3:34])=[O:11])[CH2:5][CH2:4]1.C([O:38][CH2:39][C:40](Cl)=[O:41])(=O)C. (3) Given the product [Br:1][C:2]1[C:10]2[C:9]([NH:11][C:12]3[CH:13]=[C:14]4[CH:22]=[N:21][NH:20][C:15]4=[N:16][C:17]=3[O:18][CH3:19])=[N:8][CH:7]=[N:6][C:5]=2[NH:4][C:3]=1[C:23]([N:55]1[CH2:56][CH2:57][CH:52]([N:51]([CH3:58])[CH3:50])[CH2:53][CH2:54]1)=[O:25], predict the reactants needed to synthesize it. The reactants are: [Br:1][C:2]1[C:10]2[C:9]([NH:11][C:12]3[CH:13]=[C:14]4[CH:22]=[N:21][NH:20][C:15]4=[N:16][C:17]=3[O:18][CH3:19])=[N:8][CH:7]=[N:6][C:5]=2[NH:4][C:3]=1[C:23]([OH:25])=O.BrC1C2C(NC3C=C4C=NNC4=NC=3O)=NC=NC=2NC=1C(O)=O.[CH3:50][N:51]([CH3:58])[CH:52]1[CH2:57][CH2:56][NH:55][CH2:54][CH2:53]1. (4) Given the product [CH2:1]([O:3][C:4](=[O:24])[CH2:5][N:6]1[C:11]([Cl:25])=[CH:10][N:9]=[C:8]([NH:12][CH2:13][C:14]([F:21])([F:22])[C:15]2[CH:20]=[CH:19][CH:18]=[CH:17][N:16]=2)[C:7]1=[O:23])[CH3:2], predict the reactants needed to synthesize it. The reactants are: [CH2:1]([O:3][C:4](=[O:24])[CH2:5][N:6]1[CH:11]=[CH:10][N:9]=[C:8]([NH:12][CH2:13][C:14]([F:22])([F:21])[C:15]2[CH:20]=[CH:19][CH:18]=[CH:17][N:16]=2)[C:7]1=[O:23])[CH3:2].[Cl:25]N1C(=O)CCC1=O. (5) The reactants are: N1C2C=CC=CC=2N=N1.[NH2:10][C:11]1[CH:12]=[C:13]([CH:16]=[CH:17][CH:18]=1)[C:14]#[N:15].[NH2:19][C@@H:20]([CH2:44][CH:45]([F:47])[F:46])[CH2:21][NH:22][C:23]1[N:28]=[C:27](NC2C=CC=C3C=2C=CN3CC)[C:26]([C:41]([NH2:43])=[O:42])=[CH:25][N:24]=1.B(Br)(Br)Br. Given the product [NH2:19][C@@H:20]([CH2:44][CH:45]([F:46])[F:47])[CH2:21][NH:22][C:23]1[N:24]=[C:25]([NH:10][C:11]2[CH:18]=[CH:17][CH:16]=[C:13]([C:14]#[N:15])[CH:12]=2)[C:26]([C:41]([NH2:43])=[O:42])=[CH:27][N:28]=1, predict the reactants needed to synthesize it. (6) The reactants are: [N:1]([CH2:4][C:5]1[CH:14]=[N:13][C:12]2[C:11]([N:15]3[CH2:20][CH2:19][O:18][CH2:17][CH2:16]3)=[N:10][C:9]([C:21]3[CH:22]=[C:23]([OH:27])[CH:24]=[CH:25][CH:26]=3)=[N:8][C:7]=2[CH:6]=1)=[N+:2]=[N-:3].C(N(CC)CC)C.[CH3:35][N:36]([CH3:40])[CH2:37][C:38]#[CH:39]. Given the product [CH3:35][N:36]([CH2:37][C:38]1[N:3]=[N:2][N:1]([CH2:4][C:5]2[CH:14]=[N:13][C:12]3[C:11]([N:15]4[CH2:20][CH2:19][O:18][CH2:17][CH2:16]4)=[N:10][C:9]([C:21]4[CH:22]=[C:23]([OH:27])[CH:24]=[CH:25][CH:26]=4)=[N:8][C:7]=3[CH:6]=2)[CH:39]=1)[CH3:40], predict the reactants needed to synthesize it. (7) Given the product [Br:1][C:2]1[CH:10]=[CH:9][CH:8]=[C:7]2[C:3]=1[C:4]([F:12])=[CH:5][NH:6]2, predict the reactants needed to synthesize it. The reactants are: [Br:1][C:2]1[CH:10]=[CH:9][CH:8]=[C:7]2[C:3]=1[C:4](F)([F:12])[C:5](=O)[NH:6]2.